From a dataset of Full USPTO retrosynthesis dataset with 1.9M reactions from patents (1976-2016). Predict the reactants needed to synthesize the given product. Given the product [ClH:19].[Cl:19][C:16]1[CH:17]=[CH:18][C:13]([C@H:8]([NH2:7])[CH2:9][CH2:10][O:11][CH3:12])=[C:14]([F:27])[C:15]=1[O:20][C:21]1[CH:26]=[CH:25][CH:24]=[CH:23][CH:22]=1, predict the reactants needed to synthesize it. The reactants are: C(OC(=O)[NH:7][C@@H:8]([C:13]1[CH:18]=[CH:17][C:16]([Cl:19])=[C:15]([O:20][C:21]2[CH:26]=[CH:25][CH:24]=[CH:23][CH:22]=2)[C:14]=1[F:27])[CH2:9][CH2:10][O:11][CH3:12])(C)(C)C.